From a dataset of Full USPTO retrosynthesis dataset with 1.9M reactions from patents (1976-2016). Predict the reactants needed to synthesize the given product. (1) Given the product [Cl:32][C:19]1[CH:18]=[C:17]([NH:16][C:14]2[N:13]=[CH:12][N:11]=[C:10]3[NH:9][N:8]=[C:7]([O:6][CH2:5][CH2:4][NH:2][CH3:1])[C:15]=23)[CH:22]=[CH:21][C:20]=1[O:23][CH2:24][C:25]1[CH:30]=[CH:29][CH:28]=[C:27]([F:31])[CH:26]=1, predict the reactants needed to synthesize it. The reactants are: [CH3:1][NH2:2].Cl[CH2:4][CH2:5][O:6][C:7]1[C:15]2[C:10](=[N:11][CH:12]=[N:13][C:14]=2[NH:16][C:17]2[CH:22]=[CH:21][C:20]([O:23][CH2:24][C:25]3[CH:30]=[CH:29][CH:28]=[C:27]([F:31])[CH:26]=3)=[C:19]([Cl:32])[CH:18]=2)[NH:9][N:8]=1. (2) Given the product [Cl:9][C:8]1[N:1]=[C:2]([Cl:3])[N:4]=[C:5]([O:19][CH2:20][C:21]2([C:24]#[N:25])[CH2:23][CH2:22]2)[N:7]=1, predict the reactants needed to synthesize it. The reactants are: [N:1]1[C:8]([Cl:9])=[N:7][C:5](Cl)=[N:4][C:2]=1[Cl:3].CCN(C(C)C)C(C)C.[OH:19][CH2:20][C:21]1([C:24]#[N:25])[CH2:23][CH2:22]1.CCOC(C)=O.